Dataset: NCI-60 drug combinations with 297,098 pairs across 59 cell lines. Task: Regression. Given two drug SMILES strings and cell line genomic features, predict the synergy score measuring deviation from expected non-interaction effect. (1) Drug 2: C1=CC=C(C(=C1)C(C2=CC=C(C=C2)Cl)C(Cl)Cl)Cl. Drug 1: CC12CCC(CC1=CCC3C2CCC4(C3CC=C4C5=CN=CC=C5)C)O. Cell line: CAKI-1. Synergy scores: CSS=12.3, Synergy_ZIP=4.80, Synergy_Bliss=3.97, Synergy_Loewe=-28.8, Synergy_HSA=3.87. (2) Drug 1: C1=NC2=C(N1)C(=S)N=C(N2)N. Drug 2: CCC1=C2CN3C(=CC4=C(C3=O)COC(=O)C4(CC)O)C2=NC5=C1C=C(C=C5)O. Cell line: HOP-62. Synergy scores: CSS=36.3, Synergy_ZIP=-2.58, Synergy_Bliss=-2.37, Synergy_Loewe=-4.64, Synergy_HSA=0.149.